Dataset: NCI-60 drug combinations with 297,098 pairs across 59 cell lines. Task: Regression. Given two drug SMILES strings and cell line genomic features, predict the synergy score measuring deviation from expected non-interaction effect. (1) Drug 1: CN(C)N=NC1=C(NC=N1)C(=O)N. Drug 2: CCC1(CC2CC(C3=C(CCN(C2)C1)C4=CC=CC=C4N3)(C5=C(C=C6C(=C5)C78CCN9C7C(C=CC9)(C(C(C8N6C=O)(C(=O)OC)O)OC(=O)C)CC)OC)C(=O)OC)O.OS(=O)(=O)O. Cell line: OVCAR-5. Synergy scores: CSS=0.520, Synergy_ZIP=1.94, Synergy_Bliss=-0.821, Synergy_Loewe=-12.1, Synergy_HSA=-7.65. (2) Drug 1: COC1=C(C=C2C(=C1)N=CN=C2NC3=CC(=C(C=C3)F)Cl)OCCCN4CCOCC4. Drug 2: C#CCC(CC1=CN=C2C(=N1)C(=NC(=N2)N)N)C3=CC=C(C=C3)C(=O)NC(CCC(=O)O)C(=O)O. Cell line: KM12. Synergy scores: CSS=20.6, Synergy_ZIP=-5.64, Synergy_Bliss=-0.635, Synergy_Loewe=1.18, Synergy_HSA=0.738. (3) Drug 1: CC1=C(N=C(N=C1N)C(CC(=O)N)NCC(C(=O)N)N)C(=O)NC(C(C2=CN=CN2)OC3C(C(C(C(O3)CO)O)O)OC4C(C(C(C(O4)CO)O)OC(=O)N)O)C(=O)NC(C)C(C(C)C(=O)NC(C(C)O)C(=O)NCCC5=NC(=CS5)C6=NC(=CS6)C(=O)NCCC[S+](C)C)O. Drug 2: C1CNP(=O)(OC1)N(CCCl)CCCl. Synergy scores: CSS=20.8, Synergy_ZIP=-4.62, Synergy_Bliss=-1.36, Synergy_Loewe=-4.89, Synergy_HSA=0.244. Cell line: SNB-75.